This data is from Full USPTO retrosynthesis dataset with 1.9M reactions from patents (1976-2016). The task is: Predict the reactants needed to synthesize the given product. (1) Given the product [Cl:10][C:4]1[C:3]([C:1]#[N:2])=[CH:8][CH:7]=[CH:6][C:5]=1[CH:9]=[O:17], predict the reactants needed to synthesize it. The reactants are: [C:1]([C:3]1[CH:8]=[CH:7][CH:6]=[C:5]([CH3:9])[C:4]=1[Cl:10])#[N:2].BrN1C(=[O:17])CCC1=O. (2) Given the product [C:1]([C:3]1[CH:4]=[C:5]([CH:31]([CH3:33])[CH3:32])[C:6]2[O:10][C:9]([C:11]3[CH:29]=[CH:28][C:14]([C:15]([NH:17][CH2:18][C@H:19]4[CH2:20][CH2:21][C@H:22]([CH2:25][CH:26]=[O:27])[CH2:23][CH2:24]4)=[O:16])=[CH:13][CH:12]=3)=[N:8][C:7]=2[CH:30]=1)#[N:2], predict the reactants needed to synthesize it. The reactants are: [C:1]([C:3]1[CH:4]=[C:5]([CH:31]([CH3:33])[CH3:32])[C:6]2[O:10][C:9]([C:11]3[CH:29]=[CH:28][C:14]([C:15]([NH:17][CH2:18][C@H:19]4[CH2:24][CH2:23][C@H:22]([CH2:25][CH2:26][OH:27])[CH2:21][CH2:20]4)=[O:16])=[CH:13][CH:12]=3)=[N:8][C:7]=2[CH:30]=1)#[N:2].CC(OI1(OC(C)=O)(OC(C)=O)OC(=O)C2C=CC=CC1=2)=O. (3) Given the product [CH3:33][C:32]1[CH:31]=[C:30]([CH3:34])[NH:29][C:28](=[O:35])[C:27]=1[CH2:26][NH:25][C:24]([C:4]1[C:5]([CH3:23])=[C:6]([N:8]([CH3:22])[CH:9]2[CH2:10][CH2:11][N:12]([C:15]([O:17][C:18]([CH3:19])([CH3:21])[CH3:20])=[O:16])[CH2:13][CH2:14]2)[CH:7]=[C:2]([C:42]2[CH:43]=[N:44][C:39]([CH:37]=[O:38])=[CH:40][CH:41]=2)[CH:3]=1)=[O:36], predict the reactants needed to synthesize it. The reactants are: Br[C:2]1[CH:3]=[C:4]([C:24](=[O:36])[NH:25][CH2:26][C:27]2[C:28](=[O:35])[NH:29][C:30]([CH3:34])=[CH:31][C:32]=2[CH3:33])[C:5]([CH3:23])=[C:6]([N:8]([CH3:22])[CH:9]2[CH2:14][CH2:13][N:12]([C:15]([O:17][C:18]([CH3:21])([CH3:20])[CH3:19])=[O:16])[CH2:11][CH2:10]2)[CH:7]=1.[CH:37]([C:39]1[N:44]=[CH:43][C:42](B(O)O)=[CH:41][CH:40]=1)=[O:38].C([O-])([O-])=O.[Na+].[Na+].CO. (4) Given the product [CH2:1]([O:8][N:9]1[C:10]2[C:11](=[CH:16][C:17]([Br:20])=[CH:18][N:19]=2)[C:12]([OH:13])=[C:22]([C:23]2[CH:24]=[CH:25][CH:26]=[CH:27][CH:28]=2)[C:21]1=[O:29])[C:2]1[CH:3]=[CH:4][CH:5]=[CH:6][CH:7]=1, predict the reactants needed to synthesize it. The reactants are: [CH2:1]([O:8][N:9]([C:21](=[O:29])[CH2:22][C:23]1[CH:28]=[CH:27][CH:26]=[CH:25][CH:24]=1)[C:10]1[N:19]=[CH:18][C:17]([Br:20])=[CH:16][C:11]=1[C:12](OC)=[O:13])[C:2]1[CH:7]=[CH:6][CH:5]=[CH:4][CH:3]=1.[Li].Cl. (5) The reactants are: [CH:1]1[C:13]2[CH:12]([CH:14]([CH:16]3[C:28]4[CH:27]=[CH:26][CH:25]=[CH:24][C:23]=4[C:22]4[C:17]3=[CH:18][CH:19]=[CH:20][CH:21]=4)[CH3:15])[C:11]3[C:6](=[CH:7][CH:8]=[CH:9][CH:10]=3)[C:5]=2[CH:4]=[CH:3][CH:2]=1.CN(C)[CH:31]=[O:32]. Given the product [CH:10]1[C:11]2[CH:12]([CH:14]([CH:16]3[C:28]4[CH:27]=[CH:26][CH:25]=[CH:24][C:23]=4[C:22]4[C:17]3=[CH:18][CH:19]=[CH:20][CH:21]=4)[CH3:15])[C:13]3[C:5](=[CH:4][CH:3]=[CH:2][CH:1]=3)[C:6]=2[CH:7]=[CH:8][CH:9]=1.[CH2:31]=[O:32], predict the reactants needed to synthesize it.